From a dataset of Catalyst prediction with 721,799 reactions and 888 catalyst types from USPTO. Predict which catalyst facilitates the given reaction. (1) Product: [Br:1][C:2]1[CH:10]=[CH:9][C:5]([C:6]([NH:49][C:42]2[CH:43]=[C:44]([C:45]([F:47])([F:46])[F:48])[N:40]([CH3:39])[N:41]=2)=[O:8])=[CH:4][C:3]=1[O:11][CH:12]1[CH2:14][CH2:13]1. Reactant: [Br:1][C:2]1[CH:10]=[CH:9][C:5]([C:6]([OH:8])=O)=[CH:4][C:3]=1[O:11][CH:12]1[CH2:14][CH2:13]1.CN(C(ON1N=NC2C=CC=NC1=2)=[N+](C)C)C.F[P-](F)(F)(F)(F)F.[CH3:39][N:40]1[C:44]([C:45]([F:48])([F:47])[F:46])=[CH:43][C:42]([NH2:49])=[N:41]1.CCN(C(C)C)C(C)C. The catalyst class is: 3. (2) Reactant: [Cl:1][C:2]1[C:3]([O:12][C:13]2[CH:18]=[C:17]([O:19][CH2:20][CH2:21][O:22][CH3:23])[CH:16]=[CH:15][C:14]=2[CH2:24][OH:25])=[N:4][CH:5]=[C:6]([C:8]([F:11])([F:10])[F:9])[CH:7]=1.[C:26](OC(=O)C)(=[O:28])[CH3:27].C(=O)([O-])O.[Na+]. Product: [C:26]([O:25][CH2:24][C:14]1[CH:15]=[CH:16][C:17]([O:19][CH2:20][CH2:21][O:22][CH3:23])=[CH:18][C:13]=1[O:12][C:3]1[C:2]([Cl:1])=[CH:7][C:6]([C:8]([F:9])([F:11])[F:10])=[CH:5][N:4]=1)(=[O:28])[CH3:27]. The catalyst class is: 17. (3) The catalyst class is: 54. Reactant: [N+:1]([C:4]1[CH:5]=[C:6]([O:18][C:19]([F:22])([F:21])[F:20])[CH:7]=[C:8]2[C:12]=1[NH:11][C:10]([C:13]([O:15][CH2:16][CH3:17])=[O:14])=[CH:9]2)([O-:3])=[O:2].[H-].[Na+].CN(C)C=O.[CH3:30][O:31][CH2:32]Cl. Product: [CH3:30][O:31][CH2:32][N:11]1[C:12]2[C:8](=[CH:7][C:6]([O:18][C:19]([F:22])([F:20])[F:21])=[CH:5][C:4]=2[N+:1]([O-:3])=[O:2])[CH:9]=[C:10]1[C:13]([O:15][CH2:16][CH3:17])=[O:14]. (4) Reactant: [F:1][C:2]1[CH:7]=[CH:6][CH:5]=[CH:4][C:3]=1[C:8]1[N:12]([S:13]([C:16]2[CH:21]=[CH:20][CH:19]=[C:18]([S:22]([CH3:25])(=[O:24])=[O:23])[CH:17]=2)(=[O:15])=[O:14])[CH:11]=[C:10]([CH:26]=O)[CH:9]=1.CO.[CH3:30][NH2:31].[BH4-].[Na+].[ClH:34].C(=O)([O-])O.[Na+]. Product: [ClH:34].[F:1][C:2]1[CH:7]=[CH:6][CH:5]=[CH:4][C:3]=1[C:8]1[N:12]([S:13]([C:16]2[CH:21]=[CH:20][CH:19]=[C:18]([S:22]([CH3:25])(=[O:24])=[O:23])[CH:17]=2)(=[O:15])=[O:14])[CH:11]=[C:10]([CH2:26][NH:31][CH3:30])[CH:9]=1. The catalyst class is: 5. (5) Reactant: [Cl:1][C:2]1[CH:10]=[CH:9][C:8]([N+:11]([O-:13])=[O:12])=[CH:7][C:3]=1[C:4](O)=[O:5].ClC1C=CC([N+]([O-])=O)=CC=1C=O.[BH4-].[Na+].Cl. Product: [Cl:1][C:2]1[CH:10]=[CH:9][C:8]([N+:11]([O-:13])=[O:12])=[CH:7][C:3]=1[CH2:4][OH:5]. The catalyst class is: 24. (6) Product: [C:27]([C:2]1[CH:3]=[C:4]([S:12]([NH:15][C@H:16]2[CH2:21][CH2:20][CH2:19][C@@H:18]([N:22]3[CH:26]=[N:25][N:24]=[CH:23]3)[CH2:17]2)(=[O:14])=[O:13])[CH:5]=[C:6]([C:8]([F:11])([F:9])[F:10])[CH:7]=1)(=[O:31])[CH3:28]. The catalyst class is: 274. Reactant: Br[C:2]1[CH:3]=[C:4]([S:12]([NH:15][C@H:16]2[CH2:21][CH2:20][CH2:19][C@@H:18]([N:22]3[CH:26]=[N:25][N:24]=[CH:23]3)[CH2:17]2)(=[O:14])=[O:13])[CH:5]=[C:6]([C:8]([F:11])([F:10])[F:9])[CH:7]=1.[CH2:27]([O:31]C=C)[CH2:28]CC.C(N(CC)CC)C. (7) Reactant: [NH2:1][C:2]1[CH:7]=[C:6]([O:8][C:9]2[CH:14]=[CH:13][C:12]([NH2:15])=[C:11]([Cl:16])[CH:10]=2)[CH:5]=[CH:4][N:3]=1.C(N(CC)CC)C.Cl[C:25]([O:27][C:28]1[CH:33]=[CH:32][CH:31]=[CH:30][CH:29]=1)=[O:26]. Product: [NH2:15][C:12]1[CH:13]=[CH:14][C:9]([O:8][C:6]2[CH:5]=[CH:4][N:3]=[C:2]([NH:1][C:25]([O:27][C:28]3[CH:33]=[CH:32][CH:31]=[CH:30][CH:29]=3)=[O:26])[CH:7]=2)=[CH:10][C:11]=1[Cl:16]. The catalyst class is: 7.